Dataset: Catalyst prediction with 721,799 reactions and 888 catalyst types from USPTO. Task: Predict which catalyst facilitates the given reaction. (1) Reactant: [F:1][C:2]1[CH:3]=[C:4]([CH:45]=[C:46]([F:48])[CH:47]=1)[CH2:5][C@H:6]([NH:24][C:25]([C:27]1[C:28]2[CH2:29][CH2:30][N:31]([CH:38]([CH2:42][CH2:43][CH3:44])[CH2:39][CH2:40][CH3:41])[C:32](=[O:37])[C:33]=2[CH:34]=[CH:35][CH:36]=1)=[O:26])[C@H:7]([OH:23])[CH2:8][NH:9][C:10]1([C:13]2[CH:18]=[CH:17][CH:16]=[C:15]([C:19]([F:22])([F:21])[F:20])[CH:14]=2)[CH2:12][CH2:11]1.[ClH:49]. Product: [ClH:49].[F:1][C:2]1[CH:3]=[C:4]([CH:45]=[C:46]([F:48])[CH:47]=1)[CH2:5][C@H:6]([NH:24][C:25]([C:27]1[C:28]2[CH2:29][CH2:30][N:31]([CH:38]([CH2:39][CH2:40][CH3:41])[CH2:42][CH2:43][CH3:44])[C:32](=[O:37])[C:33]=2[CH:34]=[CH:35][CH:36]=1)=[O:26])[C@H:7]([OH:23])[CH2:8][NH:9][C:10]1([C:13]2[CH:18]=[CH:17][CH:16]=[C:15]([C:19]([F:21])([F:20])[F:22])[CH:14]=2)[CH2:11][CH2:12]1. The catalyst class is: 27. (2) Reactant: C[O-].[Na+].Cl.[Br:5][C:6]1[N:11]=[C:10]([C:12]([NH2:14])=[NH:13])[CH:9]=[CH:8][C:7]=1[CH3:15].CN([CH:19]=[C:20]1[CH2:26][CH2:25][CH2:24][CH2:23][CH2:22][C:21]1=O)C. Product: [Br:5][C:6]1[N:11]=[C:10]([C:12]2[N:14]=[CH:19][C:20]3[CH2:26][CH2:25][CH2:24][CH2:23][CH2:22][C:21]=3[N:13]=2)[CH:9]=[CH:8][C:7]=1[CH3:15]. The catalyst class is: 5. (3) Reactant: [C:1]([C:3]1[CH:4]=[C:5]([CH:9]=[C:10]([O:12][C:13]([F:16])([F:15])[F:14])[CH:11]=1)[C:6](Cl)=[O:7])#[N:2].[BH4-].[Na+].CO.Cl. Product: [OH:7][CH2:6][C:5]1[CH:4]=[C:3]([CH:11]=[C:10]([O:12][C:13]([F:14])([F:15])[F:16])[CH:9]=1)[C:1]#[N:2]. The catalyst class is: 1. (4) Reactant: C[O:2][C:3](=[O:31])[C:4]1[CH:9]=[CH:8][C:7]([CH2:10][O:11][C:12]2[CH:17]=[CH:16][CH:15]=[C:14]([C:18]3[CH:19]=[C:20]([CH:28]([CH3:30])[CH3:29])[CH:21]=[C:22]4[C:27]=3[N:26]=[CH:25][CH:24]=[CH:23]4)[CH:13]=2)=[CH:6][CH:5]=1.[Li+].[OH-].Cl. Product: [CH:28]([C:20]1[CH:21]=[C:22]2[C:27](=[C:18]([C:14]3[CH:13]=[C:12]([CH:17]=[CH:16][CH:15]=3)[O:11][CH2:10][C:7]3[CH:6]=[CH:5][C:4]([C:3]([OH:31])=[O:2])=[CH:9][CH:8]=3)[CH:19]=1)[N:26]=[CH:25][CH:24]=[CH:23]2)([CH3:30])[CH3:29]. The catalyst class is: 36. (5) The catalyst class is: 2. Product: [Cl:35][C:36]1[CH:37]=[C:38]([Cl:44])[N:39]=[CH:40][C:41]=1[CH2:42][NH:4][C:3]1[C:2]([F:1])=[C:8]([O:9][CH3:10])[CH:7]=[C:6]([O:11][CH3:12])[C:5]=1[F:13]. Reactant: [F:1][C:2]1[C:8]([O:9][CH3:10])=[CH:7][C:6]([O:11][CH3:12])=[C:5]([F:13])[C:3]=1[NH2:4].C(O[BH-](OC(=O)C)OC(=O)C)(=O)C.[Na+].FC(F)(F)C(O)=O.[Cl:35][C:36]1[C:41]([CH:42]=O)=[CH:40][N:39]=[C:38]([Cl:44])[CH:37]=1. (6) Reactant: Cl.[CH3:2][C:3]1[S:4][C:5]2[CH2:11][CH2:10][NH:9][CH2:8][CH2:7][C:6]=2[N:12]=1.[F:13][C:14]1[CH:19]=[CH:18][C:17]([C:20]2[N:21]=[C:22]([C:29]3[CH:34]=[CH:33][CH:32]=[CH:31][CH:30]=3)[N:23]([CH2:25][C:26](O)=[O:27])[CH:24]=2)=[CH:16][C:15]=1[CH3:35].CN(C(ON1N=NC2C=CC=CC1=2)=[N+](C)C)C.[B-](F)(F)(F)F. Product: [F:13][C:14]1[CH:19]=[CH:18][C:17]([C:20]2[N:21]=[C:22]([C:29]3[CH:30]=[CH:31][CH:32]=[CH:33][CH:34]=3)[N:23]([CH2:25][C:26]([N:9]3[CH2:10][CH2:11][C:5]4[S:4][C:3]([CH3:2])=[N:12][C:6]=4[CH2:7][CH2:8]3)=[O:27])[CH:24]=2)=[CH:16][C:15]=1[CH3:35]. The catalyst class is: 3. (7) Reactant: [F:1][C:2]1[C:7]([F:8])=[C:6]([F:9])[CH:5]=[CH:4][C:3]=1[OH:10].[C:11](OC(=O)C)(=[O:13])[CH3:12].C(N(CC)CC)C. Product: [C:11]([O:10][C:3]1[CH:4]=[CH:5][C:6]([F:9])=[C:7]([F:8])[C:2]=1[F:1])(=[O:13])[CH3:12]. The catalyst class is: 1.